From a dataset of Catalyst prediction with 721,799 reactions and 888 catalyst types from USPTO. Predict which catalyst facilitates the given reaction. Reactant: CO.[O:3]=[C:4]1[CH:9]=[CH:8][CH:7]=[CH:6][N:5]1[CH:10]([C:12]1[CH:21]=[CH:20][C:15]([C:16]([O:18]C)=[O:17])=[CH:14][CH:13]=1)[CH3:11].O.[OH-].[Li+].Cl. Product: [O:3]=[C:4]1[CH:9]=[CH:8][CH:7]=[CH:6][N:5]1[CH:10]([C:12]1[CH:13]=[CH:14][C:15]([C:16]([OH:18])=[O:17])=[CH:20][CH:21]=1)[CH3:11]. The catalyst class is: 6.